This data is from Forward reaction prediction with 1.9M reactions from USPTO patents (1976-2016). The task is: Predict the product of the given reaction. (1) Given the reactants [H-].[Na+].[Cl:3][C:4]1[CH:5]=[N:6][C:7]2[C:12]([C:13]=1[OH:14])=[N:11][C:10]([O:15]C)=[CH:9][CH:8]=2.Cl[Si:18]([CH2:21]Cl)([CH3:20])[CH3:19], predict the reaction product. The product is: [Cl:3][C:4]1[CH:5]=[N:6][C:7]2[CH:8]=[CH:9][C:10](=[O:15])[N:11]3[CH2:19][Si:18]([CH3:21])([CH3:20])[O:14][C:13]=1[C:12]=23. (2) The product is: [C:13]([N:10]1[CH2:11][CH2:12][NH:7][CH2:8][CH2:9]1)(=[O:20])[C:14]1[CH:19]=[CH:18][N:17]=[CH:16][CH:15]=1.[F:22][C:23]([F:28])([F:27])[C:24]([O-:26])=[O:25]. Given the reactants CC(C)(OC([N:7]1[CH2:12][CH2:11][N:10]([C:13](=[O:20])[C:14]2[CH:19]=[CH:18][N:17]=[CH:16][CH:15]=2)[CH2:9][CH2:8]1)=O)C.[F:22][C:23]([F:28])([F:27])[C:24]([OH:26])=[O:25], predict the reaction product. (3) Given the reactants [C:1]([OH:9])(=[O:8])[C:2]([CH2:4][C:5]([OH:7])=[O:6])=[CH2:3].[CH2:10](O)[CH2:11][CH2:12][CH2:13][CH2:14][CH3:15].O.[C:18]1(C)[CH:23]=[CH:22][C:21](S(O)(=O)=O)=[CH:20][CH:19]=1, predict the reaction product. The product is: [C:1]([O:9][CH2:22][CH2:23][CH2:18][CH2:19][CH2:20][CH3:21])(=[O:8])[C:2]([CH2:4][C:5]([O:7][CH2:10][CH2:11][CH2:12][CH2:13][CH2:14][CH3:15])=[O:6])=[CH2:3]. (4) Given the reactants [NH2:1][C:2]1[CH:7]=[CH:6][C:5]([C:8]2[C:9]3[CH:18]=[CH:17][N:16]([S:19]([C:22]4[CH:27]=[CH:26][C:25]([CH3:28])=[CH:24][CH:23]=4)(=[O:21])=[O:20])[C:10]=3[C:11](=[O:15])[N:12]([CH3:14])[CH:13]=2)=[C:4]([O:29][C:30]2[CH:35]=[CH:34][C:33]([F:36])=[CH:32][C:31]=2[F:37])[C:3]=1[N+:38]([O-])=O.CO.[Cl-].[NH4+], predict the reaction product. The product is: [NH2:38][C:3]1[C:4]([O:29][C:30]2[CH:35]=[CH:34][C:33]([F:36])=[CH:32][C:31]=2[F:37])=[C:5]([C:8]2[C:9]3[CH:18]=[CH:17][N:16]([S:19]([C:22]4[CH:23]=[CH:24][C:25]([CH3:28])=[CH:26][CH:27]=4)(=[O:20])=[O:21])[C:10]=3[C:11](=[O:15])[N:12]([CH3:14])[CH:13]=2)[CH:6]=[CH:7][C:2]=1[NH2:1]. (5) Given the reactants [H-].[Na+].[N:3]1[C:12]2[C:7](=[CH:8][CH:9]=[CH:10][C:11]=2[OH:13])[CH:6]=[CH:5][CH:4]=1.Br[C:15]([CH3:22])([CH3:21])[C:16]([O:18][CH2:19][CH3:20])=[O:17], predict the reaction product. The product is: [CH3:21][C:15]([O:13][C:11]1[CH:10]=[CH:9][CH:8]=[C:7]2[C:12]=1[N:3]=[CH:4][CH:5]=[CH:6]2)([CH3:22])[C:16]([O:18][CH2:19][CH3:20])=[O:17]. (6) Given the reactants [CH3:1][O:2][C:3]1[CH:4]=[C:5]([CH2:20][C:21]([OH:23])=O)[CH:6]=[CH:7][C:8]=1[NH:9][C:10]([NH:12][C:13]1[CH:18]=[CH:17][CH:16]=[CH:15][C:14]=1[CH3:19])=[O:11].C[C:25]1[C:33]([N+:34]([O-:36])=[O:35])=[C:32]([O:37][CH2:38][CH2:39][NH2:40])[CH:31]=[CH:30][C:26]=1[C:27]([OH:29])=[O:28].CCN(CC)CC.Cl, predict the reaction product. The product is: [N+:34]([C:33]1[CH:25]=[C:26]([CH:30]=[CH:31][C:32]=1[O:37][CH2:38][CH2:39][NH:40][C:21](=[O:23])[CH2:20][C:5]1[CH:6]=[CH:7][C:8]([NH:9][C:10]([NH:12][C:13]2[CH:18]=[CH:17][CH:16]=[CH:15][C:14]=2[CH3:19])=[O:11])=[C:3]([O:2][CH3:1])[CH:4]=1)[C:27]([OH:29])=[O:28])([O-:36])=[O:35]. (7) Given the reactants [CH2:1]([N:8]1[C:16]2[CH:15]=[CH:14][N:13]=[C:12](Cl)[C:11]=2[C:10]([I:18])=[N:9]1)[C:2]1[CH:7]=[CH:6][CH:5]=[CH:4][CH:3]=1.[CH3:19][OH:20].C[O-].[Na+].O, predict the reaction product. The product is: [CH2:1]([N:8]1[C:16]2[CH:15]=[CH:14][N:13]=[C:12]([O:20][CH3:19])[C:11]=2[C:10]([I:18])=[N:9]1)[C:2]1[CH:7]=[CH:6][CH:5]=[CH:4][CH:3]=1. (8) Given the reactants [NH2:1][C:2]1[CH:7]=[CH:6][C:5]([C:8]2[S:12][C:11]([CH2:13][CH2:14][CH2:15][C:16]([O:18][CH3:19])=[O:17])=[N:10][CH:9]=2)=[CH:4][CH:3]=1.[CH2:20]([C:25]1[CH:33]=[CH:32][C:28]([C:29](Cl)=[O:30])=[CH:27][CH:26]=1)[CH2:21][CH2:22][CH2:23][CH3:24], predict the reaction product. The product is: [CH2:20]([C:25]1[CH:33]=[CH:32][C:28]([C:29]([NH:1][C:2]2[CH:3]=[CH:4][C:5]([C:8]3[S:12][C:11]([CH2:13][CH2:14][CH2:15][C:16]([O:18][CH3:19])=[O:17])=[N:10][CH:9]=3)=[CH:6][CH:7]=2)=[O:30])=[CH:27][CH:26]=1)[CH2:21][CH2:22][CH2:23][CH3:24].